Dataset: NCI-60 drug combinations with 297,098 pairs across 59 cell lines. Task: Regression. Given two drug SMILES strings and cell line genomic features, predict the synergy score measuring deviation from expected non-interaction effect. (1) Synergy scores: CSS=15.1, Synergy_ZIP=1.82, Synergy_Bliss=5.78, Synergy_Loewe=5.64, Synergy_HSA=5.64. Drug 2: CC1C(C(=O)NC(C(=O)N2CCCC2C(=O)N(CC(=O)N(C(C(=O)O1)C(C)C)C)C)C(C)C)NC(=O)C3=C4C(=C(C=C3)C)OC5=C(C(=O)C(=C(C5=N4)C(=O)NC6C(OC(=O)C(N(C(=O)CN(C(=O)C7CCCN7C(=O)C(NC6=O)C(C)C)C)C)C(C)C)C)N)C. Cell line: HS 578T. Drug 1: C1=CC(=CC=C1CCCC(=O)O)N(CCCl)CCCl. (2) Drug 1: CC1=C2C(C(=O)C3(C(CC4C(C3C(C(C2(C)C)(CC1OC(=O)C(C(C5=CC=CC=C5)NC(=O)OC(C)(C)C)O)O)OC(=O)C6=CC=CC=C6)(CO4)OC(=O)C)OC)C)OC. Drug 2: CC12CCC3C(C1CCC2=O)CC(=C)C4=CC(=O)C=CC34C. Cell line: U251. Synergy scores: CSS=37.1, Synergy_ZIP=-5.21, Synergy_Bliss=-13.0, Synergy_Loewe=-12.3, Synergy_HSA=-10.3. (3) Drug 1: C1C(C(OC1N2C=NC3=C(N=C(N=C32)Cl)N)CO)O. Drug 2: COCCOC1=C(C=C2C(=C1)C(=NC=N2)NC3=CC=CC(=C3)C#C)OCCOC.Cl. Cell line: HOP-62. Synergy scores: CSS=59.6, Synergy_ZIP=-3.34, Synergy_Bliss=-7.43, Synergy_Loewe=-1.05, Synergy_HSA=-1.02. (4) Drug 1: CC(CN1CC(=O)NC(=O)C1)N2CC(=O)NC(=O)C2. Drug 2: CCCS(=O)(=O)NC1=C(C(=C(C=C1)F)C(=O)C2=CNC3=C2C=C(C=N3)C4=CC=C(C=C4)Cl)F. Cell line: MOLT-4. Synergy scores: CSS=52.1, Synergy_ZIP=0.400, Synergy_Bliss=1.95, Synergy_Loewe=-4.19, Synergy_HSA=0.755.